Dataset: Forward reaction prediction with 1.9M reactions from USPTO patents (1976-2016). Task: Predict the product of the given reaction. (1) The product is: [ClH:44].[Br:1][C:2]1[CH:7]=[C:6]([F:8])[CH:5]=[CH:4][C:3]=1[N:9]1[CH2:10][CH2:11][NH:12][CH2:13][C:14]1=[O:15]. Given the reactants [Br:1][C:2]1[CH:7]=[C:6]([F:8])[CH:5]=[CH:4][C:3]=1[NH:9][C:10](=O)[CH2:11][NH:12][CH2:13][CH2:14][OH:15].C(P(CCCC)CCCC)CCC.N(C(OC(C)C)=O)=NC(OC(C)C)=O.[ClH:44].CO, predict the reaction product. (2) Given the reactants [F:1][C:2]([F:22])([C:8]1[CH:13]=[CH:12][CH:11]=[C:10]([O:14][CH2:15][CH2:16][O:17][CH2:18][CH2:19][O:20][CH3:21])[CH:9]=1)[C:3]([O:5]CC)=[O:4].CO.O1CCCC1.O.[OH-].[Li+], predict the reaction product. The product is: [F:1][C:2]([F:22])([C:8]1[CH:13]=[CH:12][CH:11]=[C:10]([O:14][CH2:15][CH2:16][O:17][CH2:18][CH2:19][O:20][CH3:21])[CH:9]=1)[C:3]([OH:5])=[O:4]. (3) Given the reactants C(OC([N:9]1[CH:13]=[CH:12][N:11]=[CH:10]1)(OCC)C)C.[Li]CCCC.[Br:19][C:20]1[CH:33]=[C:32]2[C:23]([O:24][C:25]3[C:26]([F:37])=[CH:27][C:28]([O:35][CH3:36])=[CH:29][C:30]=3[C:31]2=[O:34])=[CH:22][CH:21]=1, predict the reaction product. The product is: [Br:19][C:20]1[CH:33]=[C:32]2[C:23]([O:24][C:25]3[C:26]([F:37])=[CH:27][C:28]([O:35][CH3:36])=[CH:29][C:30]=3[C:31]2([C:10]2[NH:9][CH:13]=[CH:12][N:11]=2)[OH:34])=[CH:22][CH:21]=1.